Dataset: Peptide-MHC class II binding affinity with 134,281 pairs from IEDB. Task: Regression. Given a peptide amino acid sequence and an MHC pseudo amino acid sequence, predict their binding affinity value. This is MHC class II binding data. (1) The MHC is DRB1_1302 with pseudo-sequence DRB1_1302. The peptide sequence is GGTWVSATLEQDKCV. The binding affinity (normalized) is 0. (2) The peptide sequence is KILTYPWDRIEEVTR. The MHC is DRB5_0101 with pseudo-sequence DRB5_0101. The binding affinity (normalized) is 0.407. (3) The peptide sequence is TIPLVALTLTSYLGLK. The MHC is DRB1_0301 with pseudo-sequence DRB1_0301. The binding affinity (normalized) is 0.635. (4) The peptide sequence is AGFKGEQGPKGEA. The MHC is DRB1_0401 with pseudo-sequence DRB1_0401. The binding affinity (normalized) is 0.440. (5) The peptide sequence is EAKYDAYVATVSEAL. The MHC is DRB1_0101 with pseudo-sequence DRB1_0101. The binding affinity (normalized) is 0.461. (6) The peptide sequence is TLWQRPVVTIKIGGQLREAL. The MHC is DRB1_1501 with pseudo-sequence DRB1_1501. The binding affinity (normalized) is 0.782. (7) The peptide sequence is DENPVVHFFKNIVTPRTPPP. The MHC is DRB5_0101 with pseudo-sequence DRB5_0101. The binding affinity (normalized) is 0.728.